This data is from Catalyst prediction with 721,799 reactions and 888 catalyst types from USPTO. The task is: Predict which catalyst facilitates the given reaction. (1) Reactant: F[C:2]1[CH:7]=[CH:6][C:5]([N+:8]([O-:10])=[O:9])=[CH:4][CH:3]=1.[OH:11][C@H:12]1[CH2:16][CH2:15][N:14]([C:17]([O:19][C:20]([CH3:23])([CH3:22])[CH3:21])=[O:18])[CH2:13]1.[H-].[Na+]. Product: [C:20]([O:19][C:17]([N:14]1[CH2:15][CH2:16][C@H:12]([O:11][C:2]2[CH:7]=[CH:6][C:5]([N+:8]([O-:10])=[O:9])=[CH:4][CH:3]=2)[CH2:13]1)=[O:18])([CH3:23])([CH3:21])[CH3:22]. The catalyst class is: 1. (2) Reactant: COC1C=C(OC)C=CC=1C[NH:6][S:7]([CH:10]([C:12]1[CH:17]=[CH:16][CH:15]=[C:14]([Br:18])[CH:13]=1)[CH3:11])(=[O:9])=[O:8].C[Li].[CH3:27]C(C)=O.C([O:33][CH2:34][CH3:35])C. Product: [Br:18][C:14]1[CH:13]=[C:12]([C:10]([S:7]([NH2:6])(=[O:8])=[O:9])([C:34]([OH:33])([CH3:35])[CH3:27])[CH3:11])[CH:17]=[CH:16][CH:15]=1. The catalyst class is: 1. (3) Reactant: [CH3:1][O:2][CH2:3][C:4]([C:7]1[CH:12]=[CH:11][C:10]([NH2:13])=[CH:9][CH:8]=1)([CH3:6])[CH3:5].[CH3:14][O:15][C:16]1[CH:17]=[C:18]([CH:22]=[CH:23][C:24]=1[O:25][CH3:26])[C:19](Cl)=[O:20].C(N(CC)CC)C. Product: [CH3:14][O:15][C:16]1[CH:17]=[C:18]([CH:22]=[CH:23][C:24]=1[O:25][CH3:26])[C:19]([NH:13][C:10]1[CH:9]=[CH:8][C:7]([C:4]([CH3:6])([CH3:5])[CH2:3][O:2][CH3:1])=[CH:12][CH:11]=1)=[O:20]. The catalyst class is: 2. (4) Reactant: [CH3:1][N:2]1[CH2:7][CH2:6][N:5]([C:8]2[N:13]3[C:14]([CH:30]=O)=[C:15]([CH2:17][N:18]([CH3:29])[C@@H:19]4[C:28]5[N:27]=[CH:26][CH:25]=[CH:24][C:23]=5[CH2:22][CH2:21][CH2:20]4)[N:16]=[C:12]3[CH:11]=[CH:10][CH:9]=2)[CH2:4][CH2:3]1.C([O-])(=O)C.[NH4+].C([BH3-])#[N:38].[Na+].C(=O)([O-])[O-].[Na+].[Na+]. Product: [NH2:38][CH2:30][C:14]1[N:13]2[C:8]([N:5]3[CH2:4][CH2:3][N:2]([CH3:1])[CH2:7][CH2:6]3)=[CH:9][CH:10]=[CH:11][C:12]2=[N:16][C:15]=1[CH2:17][N:18]([CH3:29])[C@@H:19]1[C:28]2[N:27]=[CH:26][CH:25]=[CH:24][C:23]=2[CH2:22][CH2:21][CH2:20]1. The catalyst class is: 5. (5) The catalyst class is: 4. Product: [F:33][C:2]1([F:1])[O:6][C:5]2[CH:7]=[CH:8][C:9]([C:11]3([C:14]([NH:16][C:17]4[N:22]=[C:21]([C:23]5[CH:24]=[C:25]([CH:29]=[CH:30][CH:31]=5)[C:26]([NH:38][S:35]([CH3:34])(=[O:37])=[O:36])=[O:27])[C:20]([CH3:32])=[CH:19][CH:18]=4)=[O:15])[CH2:13][CH2:12]3)=[CH:10][C:4]=2[O:3]1. Reactant: [F:1][C:2]1([F:33])[O:6][C:5]2[CH:7]=[CH:8][C:9]([C:11]3([C:14]([NH:16][C:17]4[N:22]=[C:21]([C:23]5[CH:24]=[C:25]([CH:29]=[CH:30][CH:31]=5)[C:26](O)=[O:27])[C:20]([CH3:32])=[CH:19][CH:18]=4)=[O:15])[CH2:13][CH2:12]3)=[CH:10][C:4]=2[O:3]1.[CH3:34][S:35]([NH2:38])(=[O:37])=[O:36].C(N(CC)CC)C.F[P-](F)(F)(F)(F)F.N1(OC(N(C)C)=[N+](C)C)C2N=CC=CC=2N=N1. (6) The catalyst class is: 405. Product: [C:29]([C:28]1[CH:27]=[CH:26][C:25]([NH:22][C:23]([N:19]2[CH2:20][CH2:21][CH:16]([C:14]3[CH:13]=[CH:12][C:9]4[CH2:10][CH2:11][N:5]([CH:1]5[CH2:4][CH2:3][CH2:2]5)[CH2:6][CH2:7][C:8]=4[CH:15]=3)[CH2:17][CH2:18]2)=[S:24])=[CH:32][CH:31]=1)#[N:30]. Reactant: [CH:1]1([N:5]2[CH2:11][CH2:10][C:9]3[CH:12]=[CH:13][C:14]([CH:16]4[CH2:21][CH2:20][NH:19][CH2:18][CH2:17]4)=[CH:15][C:8]=3[CH2:7][CH2:6]2)[CH2:4][CH2:3][CH2:2]1.[N:22]([C:25]1[CH:32]=[CH:31][C:28]([C:29]#[N:30])=[CH:27][CH:26]=1)=[C:23]=[S:24]. (7) Reactant: N([O-])=O.[K+].C1OCCOCCOCCOCCOCCOC1.[CH2:23]([O:25][C:26]([C@:28]1([N:48]=[N+:49]=[N-:50])[C@H:33]([O:34]S(C(F)(F)F)(=O)=O)[CH2:32][C@@H:31]2[C@H:29]1[C@@:30]2([F:47])[C:42]([O:44][CH2:45][CH3:46])=[O:43])=[O:27])[CH3:24].O. Product: [CH2:23]([O:25][C:26]([C@:28]1([N:48]=[N+:49]=[N-:50])[C@@H:33]([OH:34])[CH2:32][C@@H:31]2[C@H:29]1[C@@:30]2([F:47])[C:42]([O:44][CH2:45][CH3:46])=[O:43])=[O:27])[CH3:24]. The catalyst class is: 9. (8) Reactant: [CH3:1][S:2](Cl)(=[O:4])=[O:3].C(N(CC)CC)C.[C:13]([O:17][C:18]([N:20]1[CH2:24][C@H:23]([CH2:25][OH:26])[C@@H:22]([OH:27])[CH2:21]1)=[O:19])([CH3:16])([CH3:15])[CH3:14]. The catalyst class is: 2. Product: [C:13]([O:17][C:18]([N:20]1[CH2:24][C@H:23]([CH2:25][O:26][S:2]([CH3:1])(=[O:4])=[O:3])[C@@H:22]([OH:27])[CH2:21]1)=[O:19])([CH3:16])([CH3:14])[CH3:15]. (9) Reactant: [F:1][C:2]1[CH:3]=[C:4]2[C:14]3[C:9](=[CH:10][N:11]=[C:12]([OH:15])[CH:13]=3)[NH:8][C:5]2=[N:6][CH:7]=1.[F:16][C:17]([F:23])([F:22])[S:18](O)(=[O:20])=[O:19]. Product: [F:16][C:17]([F:23])([F:22])[S:18]([O:15][C:12]1[CH:13]=[C:14]2[C:4]3[C:5](=[N:6][CH:7]=[C:2]([F:1])[CH:3]=3)[NH:8][C:9]2=[CH:10][N:11]=1)(=[O:20])=[O:19]. The catalyst class is: 300.